Dataset: NCI-60 drug combinations with 297,098 pairs across 59 cell lines. Task: Regression. Given two drug SMILES strings and cell line genomic features, predict the synergy score measuring deviation from expected non-interaction effect. (1) Drug 1: C1CCN(CC1)CCOC2=CC=C(C=C2)C(=O)C3=C(SC4=C3C=CC(=C4)O)C5=CC=C(C=C5)O. Drug 2: C1=CC(=CC=C1C#N)C(C2=CC=C(C=C2)C#N)N3C=NC=N3. Cell line: NCI/ADR-RES. Synergy scores: CSS=2.57, Synergy_ZIP=-1.63, Synergy_Bliss=-1.18, Synergy_Loewe=-2.05, Synergy_HSA=-2.18. (2) Drug 1: CN(C)N=NC1=C(NC=N1)C(=O)N. Cell line: HS 578T. Drug 2: CC1=C(C=C(C=C1)C(=O)NC2=CC(=CC(=C2)C(F)(F)F)N3C=C(N=C3)C)NC4=NC=CC(=N4)C5=CN=CC=C5. Synergy scores: CSS=2.10, Synergy_ZIP=2.47, Synergy_Bliss=3.88, Synergy_Loewe=-1.81, Synergy_HSA=-1.01. (3) Drug 2: COC1=NC(=NC2=C1N=CN2C3C(C(C(O3)CO)O)O)N. Drug 1: C1=CC(=CC=C1CCC2=CNC3=C2C(=O)NC(=N3)N)C(=O)NC(CCC(=O)O)C(=O)O. Synergy scores: CSS=35.1, Synergy_ZIP=0.833, Synergy_Bliss=-3.72, Synergy_Loewe=-25.9, Synergy_HSA=-3.26. Cell line: PC-3. (4) Drug 1: CC(C)(C#N)C1=CC(=CC(=C1)CN2C=NC=N2)C(C)(C)C#N. Drug 2: C1CN(CCN1C(=O)CCBr)C(=O)CCBr. Cell line: IGROV1. Synergy scores: CSS=17.4, Synergy_ZIP=-4.35, Synergy_Bliss=2.27, Synergy_Loewe=3.93, Synergy_HSA=3.33. (5) Synergy scores: CSS=7.03, Synergy_ZIP=-2.23, Synergy_Bliss=0.708, Synergy_Loewe=2.10, Synergy_HSA=2.20. Cell line: A498. Drug 1: CC1=CC2C(CCC3(C2CCC3(C(=O)C)OC(=O)C)C)C4(C1=CC(=O)CC4)C. Drug 2: CC12CCC3C(C1CCC2O)C(CC4=C3C=CC(=C4)O)CCCCCCCCCS(=O)CCCC(C(F)(F)F)(F)F. (6) Synergy scores: CSS=29.1, Synergy_ZIP=-8.36, Synergy_Bliss=-1.05, Synergy_Loewe=-4.29, Synergy_HSA=0.590. Cell line: IGROV1. Drug 1: C1=CC=C(C=C1)NC(=O)CCCCCCC(=O)NO. Drug 2: CS(=O)(=O)CCNCC1=CC=C(O1)C2=CC3=C(C=C2)N=CN=C3NC4=CC(=C(C=C4)OCC5=CC(=CC=C5)F)Cl. (7) Drug 1: CC12CCC3C(C1CCC2O)C(CC4=C3C=CC(=C4)O)CCCCCCCCCS(=O)CCCC(C(F)(F)F)(F)F. Drug 2: CC1C(C(CC(O1)OC2CC(CC3=C2C(=C4C(=C3O)C(=O)C5=C(C4=O)C(=CC=C5)OC)O)(C(=O)CO)O)N)O.Cl. Cell line: OVCAR-4. Synergy scores: CSS=30.4, Synergy_ZIP=-0.305, Synergy_Bliss=-1.53, Synergy_Loewe=-1.85, Synergy_HSA=-0.701. (8) Drug 1: CC12CCC3C(C1CCC2O)C(CC4=C3C=CC(=C4)O)CCCCCCCCCS(=O)CCCC(C(F)(F)F)(F)F. Drug 2: CC(C)(C#N)C1=CC(=CC(=C1)CN2C=NC=N2)C(C)(C)C#N. Cell line: HCC-2998. Synergy scores: CSS=4.01, Synergy_ZIP=-3.45, Synergy_Bliss=-5.34, Synergy_Loewe=-3.98, Synergy_HSA=-3.32. (9) Synergy scores: CSS=38.9, Synergy_ZIP=-9.17, Synergy_Bliss=-4.51, Synergy_Loewe=-3.82, Synergy_HSA=-2.72. Drug 2: N.N.Cl[Pt+2]Cl. Drug 1: C1=CN(C=N1)CC(O)(P(=O)(O)O)P(=O)(O)O. Cell line: NCI/ADR-RES. (10) Drug 1: C1CNP(=O)(OC1)N(CCCl)CCCl. Drug 2: C1CCC(C(C1)N)N.C(=O)(C(=O)[O-])[O-].[Pt+4]. Cell line: HOP-62. Synergy scores: CSS=5.13, Synergy_ZIP=-4.39, Synergy_Bliss=-5.27, Synergy_Loewe=-17.3, Synergy_HSA=-6.66.